Dataset: Catalyst prediction with 721,799 reactions and 888 catalyst types from USPTO. Task: Predict which catalyst facilitates the given reaction. (1) Reactant: [Br:1][C:2]1[CH:7]=[CH:6][C:5]([N:8]2[C:12](=[O:13])[NH:11][N:10]=[CH:9]2)=[C:4]([F:14])[CH:3]=1.[NH:15]1[CH2:19][CH2:18][CH2:17][CH2:16]1.[CH2:20]=O. Product: [Br:1][C:2]1[CH:7]=[CH:6][C:5]([N:8]2[C:12](=[O:13])[N:11]([CH2:20][N:15]3[CH2:19][CH2:18][CH2:17][CH2:16]3)[N:10]=[CH:9]2)=[C:4]([F:14])[CH:3]=1. The catalyst class is: 8. (2) Reactant: [N:1]1[CH:6]=[CH:5][CH:4]=[CH:3][C:2]=1[CH2:7][CH2:8][C:9]([OH:11])=O.C1N=CN(C(N2C=NC=C2)=O)C=1.CCN(C(C)C)C(C)C.Cl.[F:34][C:35]([F:55])([F:54])[C:36]1[CH:41]=[CH:40][C:39]([C@@H:42]([C:44]2[C:49]([C:50]([F:53])([F:52])[F:51])=[CH:48][CH:47]=[CH:46][N:45]=2)[NH2:43])=[CH:38][CH:37]=1. Product: [N:1]1[CH:6]=[CH:5][CH:4]=[CH:3][C:2]=1[CH2:7][CH2:8][C:9]([NH:43][C@@H:42]([C:39]1[CH:40]=[CH:41][C:36]([C:35]([F:55])([F:34])[F:54])=[CH:37][CH:38]=1)[C:44]1[C:49]([C:50]([F:51])([F:52])[F:53])=[CH:48][CH:47]=[CH:46][N:45]=1)=[O:11]. The catalyst class is: 2.